Dataset: Reaction yield outcomes from USPTO patents with 853,638 reactions. Task: Predict the reaction yield, written as a fraction of the theoretical maximum amount of product (1.0 means a 100% yield; for example, 0.34 means a 34% yield). (1) The reactants are [Cl:1][C:2]1[C:11]([C:12](Cl)=[O:13])=[C:10]([CH3:15])[C:9]2[C:4](=[CH:5][C:6]([C:16]([F:19])([F:18])[F:17])=[CH:7][CH:8]=2)[N:3]=1.[F:20][C:21]1[CH:22]=[C:23]([CH:26]=[CH:27][CH:28]=1)[CH2:24][NH2:25].CCN(C(C)C)C(C)C. The catalyst is O1CCOCC1.O.CC(=O)OCC. The product is [Cl:1][C:2]1[C:11]([C:12]([NH:25][CH2:24][C:23]2[CH:26]=[CH:27][CH:28]=[C:21]([F:20])[CH:22]=2)=[O:13])=[C:10]([CH3:15])[C:9]2[C:4](=[CH:5][C:6]([C:16]([F:19])([F:18])[F:17])=[CH:7][CH:8]=2)[N:3]=1. The yield is 0.970. (2) The reactants are [Br:1][C:2]1[CH:3]=[C:4]2[C:8](=[CH:9][CH:10]=1)[NH:7][CH:6]=[CH:5]2.[CH:11]([Si:14](Cl)([CH:18]([CH3:20])[CH3:19])[CH:15]([CH3:17])[CH3:16])([CH3:13])[CH3:12]. The catalyst is C1COCC1. The product is [Br:1][C:2]1[CH:3]=[C:4]2[C:8](=[CH:9][CH:10]=1)[N:7]([Si:14]([CH:18]([CH3:20])[CH3:19])([CH:15]([CH3:17])[CH3:16])[CH:11]([CH3:13])[CH3:12])[CH:6]=[CH:5]2. The yield is 0.960. (3) The reactants are Cl.[Cl:2][C:3]1[CH:4]=[CH:5][C:6]2[N:15]3[C:11](=[N:12][N:13]=[C:14]3[C@H:16]3[CH2:21][CH2:20][C@H:19]([O:22][C:23]4[CH:28]=[CH:27][CH:26]=[CH:25][CH:24]=4)[CH2:18][CH2:17]3)[CH2:10][NH:9][CH2:8][C:7]=2[CH:29]=1.C(N(CC)CC)C.[CH3:37][S:38](Cl)(=[O:40])=[O:39]. The catalyst is ClCCl. The product is [Cl:2][C:3]1[CH:4]=[CH:5][C:6]2[N:15]3[C:11](=[N:12][N:13]=[C:14]3[C@H:16]3[CH2:17][CH2:18][C@H:19]([O:22][C:23]4[CH:24]=[CH:25][CH:26]=[CH:27][CH:28]=4)[CH2:20][CH2:21]3)[CH2:10][N:9]([S:38]([CH3:37])(=[O:40])=[O:39])[CH2:8][C:7]=2[CH:29]=1. The yield is 0.720. (4) The reactants are [C:1]([O:4][CH2:5][CH2:6][Si:7](Cl)([Cl:9])[Cl:8])(=[O:3])[CH3:2].C[SiH](Cl)Cl. The catalyst is [Cl-].C([P+](CCCC)(CCCC)CCCC)CCC. The product is [C:1]([O:4][CH2:5][CH2:6][SiH:7]([Cl:9])[Cl:8])(=[O:3])[CH3:2]. The yield is 0.687. (5) The reactants are C(OC(=O)[NH:7][CH:8]1[CH2:13][CH:12]2[CH2:14][CH2:15][CH:9]1[CH2:10][C:11]2=[O:16])(C)(C)C.[C:18]([OH:24])([C:20]([F:23])([F:22])[F:21])=[O:19]. The catalyst is C(Cl)Cl. The product is [F:21][C:20]([F:23])([F:22])[C:18]([OH:24])=[O:19].[NH2:7][CH:8]1[CH2:13][CH:12]2[CH2:14][CH2:15][CH:9]1[CH2:10][C:11]2=[O:16]. The yield is 0.920.